From a dataset of Forward reaction prediction with 1.9M reactions from USPTO patents (1976-2016). Predict the product of the given reaction. Given the reactants [CH:1]1[CH:6]=[CH:5][C:4](/[CH:7]=[CH:8]/[CH2:9][O:10][C@@H:11]2[O:16][C@H:15]([CH2:17][OH:18])[C@@H:14]([OH:19])[C@H:13]([OH:20])[C@H:12]2[OH:21])=[CH:3][CH:2]=1.[CH2:22]1[CH:26]2[C@@H:27]3[CH:31]=[CH:30][C@H:29]([CH:25]2[CH:24]=[CH:23]1)[CH2:28]3.[C:32]([OH:36])(=[O:35])[CH:33]=[CH2:34].[C:37]([OH:41])(=[O:40])[CH:38]=[CH2:39].C(O)(=O)C=C.C(C(CO)(CO)CC)O.[OH-].[K+], predict the reaction product. The product is: [CH3:31][CH2:30][C:29]([CH2:28][O:41][C:37]([CH:38]=[CH2:39])=[O:40])([CH2:25][O:35][C:32]([CH:33]=[CH2:34])=[O:36])[CH2:15][O:16][C:11]([CH:12]=[CH2:13])=[O:10].[CH2:22]1[CH:26]2[C@@H:27]3[CH:31]=[CH:30][C@H:29]([CH:25]2[CH:24]=[CH:23]1)[CH2:28]3.[CH:1]1[CH:2]=[CH:3][C:4](/[CH:7]=[CH:8]/[CH2:9][O:10][C@@H:11]2[O:16][C@H:15]([CH2:17][OH:18])[C@@H:14]([OH:19])[C@H:13]([OH:20])[C@H:12]2[OH:21])=[CH:5][CH:6]=1.